From a dataset of Full USPTO retrosynthesis dataset with 1.9M reactions from patents (1976-2016). Predict the reactants needed to synthesize the given product. (1) The reactants are: [CH3:1][CH:2]1[CH2:6][CH2:5][CH2:4][N:3]1[C:7]1[N:12]=[C:11]([NH:13][C:14]2[C:15]3[N:16]([CH:28]=[CH:29][N:30]=3)[N:17]=[C:18]([C:20]3[CH:21]=[C:22]([CH:25]=[CH:26][CH:27]=3)[CH:23]=O)[CH:19]=2)[CH:10]=[CH:9][CH:8]=1.[NH:31]1[CH2:36][CH2:35][CH2:34][CH2:33][CH2:32]1.C(O[BH-](OC(=O)C)OC(=O)C)(=O)C.[Na+].CC(O)=O. Given the product [CH3:1][CH:2]1[CH2:6][CH2:5][CH2:4][N:3]1[C:7]1[N:12]=[C:11]([NH:13][C:14]2[C:15]3[N:16]([CH:28]=[CH:29][N:30]=3)[N:17]=[C:18]([C:20]3[CH:27]=[CH:26][CH:25]=[C:22]([CH2:23][N:31]4[CH2:36][CH2:35][CH2:34][CH2:33][CH2:32]4)[CH:21]=3)[CH:19]=2)[CH:10]=[CH:9][CH:8]=1, predict the reactants needed to synthesize it. (2) Given the product [CH:7]([CH:6]1[CH2:5][CH2:4][CH:2]([CH3:3])[CH2:1][C:10]1=[O:11])([CH3:9])[CH3:8], predict the reactants needed to synthesize it. The reactants are: [CH:1]1[C:10]([OH:11])=[C:6]([CH:7]([CH3:9])[CH3:8])[CH:5]=[CH:4][C:2]=1[CH3:3].[H][H]. (3) Given the product [CH:28]1([C:19]([C:9]2[C:10]3[N:14]=[C:13]([O:15][CH2:16][CH3:17])[NH:12][C:11]=3[CH:18]=[C:7]([C:6]3[C:2]([CH3:1])=[N:3][O:4][C:5]=3[CH3:27])[CH:8]=2)([C:21]2[CH:26]=[CH:25][CH:24]=[CH:23][N:22]=2)[OH:20])[CH2:30][CH2:29]1, predict the reactants needed to synthesize it. The reactants are: [CH3:1][C:2]1[C:6]([C:7]2[CH:8]=[C:9]([C:19]([C:21]3[CH:26]=[CH:25][CH:24]=[CH:23][N:22]=3)=[O:20])[C:10]3[N:14]=[C:13]([O:15][CH2:16][CH3:17])[NH:12][C:11]=3[CH:18]=2)=[C:5]([CH3:27])[O:4][N:3]=1.[CH:28]1([Mg]Br)[CH2:30][CH2:29]1. (4) The reactants are: [NH2:1][C:2]1[C:3]([Cl:9])=[N:4][CH:5]=[N:6][C:7]=1Cl.[Cl:10][C:11]1[CH:17]=[CH:16][C:14]([NH2:15])=[CH:13][CH:12]=1.Cl. Given the product [Cl:9][C:3]1[N:4]=[CH:5][N:6]=[C:7]([NH:15][C:14]2[CH:16]=[CH:17][C:11]([Cl:10])=[CH:12][CH:13]=2)[C:2]=1[NH2:1], predict the reactants needed to synthesize it. (5) Given the product [F:1][C:2]1[CH:3]=[CH:4][C:5]([NH:12][C:13](=[O:33])[C:14]2[CH:19]=[CH:18][C:17]([N:20]3[CH2:24][CH2:23][CH2:22][CH2:21]3)=[CH:16][C:15]=2[O:25][CH:26]2[CH2:31][CH2:30][N:29]([CH3:32])[CH2:28][CH2:27]2)=[C:6]([CH:11]=1)[C:7]([OH:9])=[O:8], predict the reactants needed to synthesize it. The reactants are: [F:1][C:2]1[CH:3]=[CH:4][C:5]([NH:12][C:13](=[O:33])[C:14]2[CH:19]=[CH:18][C:17]([N:20]3[CH2:24][CH2:23][CH2:22][CH2:21]3)=[CH:16][C:15]=2[O:25][CH:26]2[CH2:31][CH2:30][N:29]([CH3:32])[CH2:28][CH2:27]2)=[C:6]([CH:11]=1)[C:7]([O:9]C)=[O:8].[OH-].[K+]. (6) Given the product [N:20]([CH:3]1[CH2:4][CH2:5][N:6]([C:9]([O:11][C:12]([CH3:15])([CH3:14])[CH3:13])=[O:10])[CH2:7][CH:8]1[OH:17])=[N+:21]=[N-:22], predict the reactants needed to synthesize it. The reactants are: O=C1[CH:8]2[CH:3]1[CH2:4][CH2:5][N:6]([C:9]([O:11][C:12]([CH3:15])([CH3:14])[CH3:13])=[O:10])[CH2:7]2.C[OH:17].[Cl-].[NH4+].[N-:20]=[N+:21]=[N-:22].[Na+]. (7) Given the product [C:47]1([N:46]([C:40]2[CH:41]=[CH:42][CH:43]=[CH:44][CH:45]=2)[C:2]2[CH:7]=[CH:6][C:5]([C:8]3[C:9]4[C:14]([C:15]([C:22]5[CH:27]=[CH:26][C:25]([C:28]6[CH:33]=[CH:32][CH:31]=[CH:30][CH:29]=6)=[C:24]([C:34]6[CH:39]=[CH:38][CH:37]=[CH:36][CH:35]=6)[CH:23]=5)=[C:16]5[C:21]=3[CH:20]=[CH:19][CH:18]=[CH:17]5)=[CH:13][CH:12]=[CH:11][CH:10]=4)=[CH:4][CH:3]=2)[CH:48]=[CH:49][CH:50]=[CH:51][CH:52]=1, predict the reactants needed to synthesize it. The reactants are: Cl[C:2]1[CH:7]=[CH:6][C:5]([C:8]2[C:9]3[C:14]([C:15]([C:22]4[CH:27]=[CH:26][C:25]([C:28]5[CH:33]=[CH:32][CH:31]=[CH:30][CH:29]=5)=[C:24]([C:34]5[CH:39]=[CH:38][CH:37]=[CH:36][CH:35]=5)[CH:23]=4)=[C:16]4[C:21]=2[CH:20]=[CH:19][CH:18]=[CH:17]4)=[CH:13][CH:12]=[CH:11][CH:10]=3)=[CH:4][CH:3]=1.[C:40]1([NH:46][C:47]2[CH:52]=[CH:51][CH:50]=[CH:49][CH:48]=2)[CH:45]=[CH:44][CH:43]=[CH:42][CH:41]=1.C(P(C(C)(C)C)C(C)(C)C)(C)(C)C.CC(C)([O-])C.[Na+]. (8) Given the product [F:31][C:2]([F:30])([F:1])[CH2:3][NH:4][C:5]([C:7]1([CH2:20][CH2:21][CH2:22][CH2:23][N:24]2[CH2:25][CH2:26][N:27]([S:38]([C:33]3[C:32]([CH3:42])=[CH:37][CH:36]=[CH:35][CH:34]=3)(=[O:40])=[O:39])[CH2:28][CH2:29]2)[C:8]2[CH:9]=[CH:10][CH:11]=[CH:12][C:13]=2[C:14]2[C:19]1=[CH:18][CH:17]=[CH:16][CH:15]=2)=[O:6], predict the reactants needed to synthesize it. The reactants are: [F:1][C:2]([F:31])([F:30])[CH2:3][NH:4][C:5]([C:7]1([CH2:20][CH2:21][CH2:22][CH2:23][N:24]2[CH2:29][CH2:28][NH:27][CH2:26][CH2:25]2)[C:19]2[CH:18]=[CH:17][CH:16]=[CH:15][C:14]=2[C:13]2[C:8]1=[CH:9][CH:10]=[CH:11][CH:12]=2)=[O:6].[C:32]1([CH3:42])[C:33]([S:38](Cl)(=[O:40])=[O:39])=[CH:34][CH:35]=[CH:36][CH:37]=1.